Predict the reactants needed to synthesize the given product. From a dataset of Full USPTO retrosynthesis dataset with 1.9M reactions from patents (1976-2016). (1) Given the product [NH2:13][C:10]1[CH:11]=[CH:12][C:7]2[N:6]([CH3:16])[C:5](=[O:17])[O:4][C:3]([CH2:18][CH3:19])([CH2:1][CH3:2])[C:8]=2[CH:9]=1, predict the reactants needed to synthesize it. The reactants are: [CH2:1]([C:3]1([CH2:18][CH3:19])[C:8]2[CH:9]=[C:10]([N+:13]([O-])=O)[CH:11]=[CH:12][C:7]=2[N:6]([CH3:16])[C:5](=[O:17])[O:4]1)[CH3:2].[BH4-].[Na+]. (2) Given the product [CH3:19][O:20][C:21]1[CH:29]=[CH:28][C:24]([CH2:25][CH2:26][N:3]2[C:4]3=[N:9][C:8]([N:10]4[CH2:15][CH2:14][O:13][CH2:12][CH2:11]4)=[CH:7][C:6](=[O:16])[N:5]3[CH2:17][C:2]2([CH3:18])[CH3:1])=[CH:23][CH:22]=1, predict the reactants needed to synthesize it. The reactants are: [CH3:1][C:2]1([CH3:18])[CH2:17][N:5]2[C:6](=[O:16])[CH:7]=[C:8]([N:10]3[CH2:15][CH2:14][O:13][CH2:12][CH2:11]3)[N:9]=[C:4]2[NH:3]1.[CH3:19][O:20][C:21]1[CH:29]=[CH:28][C:24]([CH2:25][CH2:26]Br)=[CH:23][CH:22]=1.C(=O)([O-])[O-].[Cs+].[Cs+]. (3) Given the product [Cl:1][C:2]1[CH:3]=[C:4]([CH:8]=[C:9]([Cl:11])[CH:10]=1)[C:5]([N:13]([CH3:12])[C:14]1[CH:15]=[N:16][CH:17]=[CH:18][C:19]=1[C:20]1[CH:25]=[CH:24][CH:23]=[CH:22][C:21]=1[CH3:26])=[O:6], predict the reactants needed to synthesize it. The reactants are: [Cl:1][C:2]1[CH:3]=[C:4]([CH:8]=[C:9]([Cl:11])[CH:10]=1)[C:5](Cl)=[O:6].[CH3:12][NH:13][C:14]1[CH:15]=[N:16][CH:17]=[CH:18][C:19]=1[C:20]1[CH:25]=[CH:24][CH:23]=[CH:22][C:21]=1[CH3:26].CCN(C(C)C)C(C)C. (4) Given the product [N:1]1[CH:6]=[CH:5][N:4]=[CH:3][C:2]=1[C:7]1[NH:13][N:12]=[C:14]([CH:16]2[CH2:21][CH2:20][N:19]([C:22]([O:24][C:25]([CH3:28])([CH3:27])[CH3:26])=[O:23])[CH2:18][CH2:17]2)[N:8]=1, predict the reactants needed to synthesize it. The reactants are: [N:1]1[CH:6]=[CH:5][N:4]=[CH:3][C:2]=1[C:7]#[N:8].C[O-].[Na+].[NH:12]([C:14]([CH:16]1[CH2:21][CH2:20][N:19]([C:22]([O:24][C:25]([CH3:28])([CH3:27])[CH3:26])=[O:23])[CH2:18][CH2:17]1)=O)[NH2:13].C(O)(=O)C.